From a dataset of Catalyst prediction with 721,799 reactions and 888 catalyst types from USPTO. Predict which catalyst facilitates the given reaction. (1) Reactant: [CH2:1]([NH:8][C:9](=[O:18])[C:10]1[CH:15]=[CH:14][C:13]([NH:16][NH2:17])=N[CH:11]=1)[C:2]1[CH:7]=[CH:6][CH:5]=[CH:4][CH:3]=1.CN(C)[CH:21]=[C:22]([C:27]1[CH:32]=[CH:31][CH:30]=[CH:29][N:28]=1)[C:23]([O:25][CH3:26])=[O:24].[C:34](O)(C(F)(F)F)=O. Product: [CH2:1]([NH:8][C:9]([C:10]1[CH:15]=[CH:14][C:13]([NH:16][NH:17][CH:21]=[C:22]([C:27]2[CH:32]=[CH:31][CH:30]=[CH:29][N:28]=2)[C:23]([O:25][CH3:26])=[O:24])=[CH:34][CH:11]=1)=[O:18])[C:2]1[CH:7]=[CH:6][CH:5]=[CH:4][CH:3]=1. The catalyst class is: 653. (2) Reactant: [F:1][C:2]1[CH:32]=[C:31]([N+:33]([O-])=O)[CH:30]=[CH:29][C:3]=1[O:4][C:5]1[CH:10]=[CH:9][N:8]=[CH:7][C:6]=1/[CH:11]=[CH:12]/[C:13]([N:15]1[CH2:20][CH2:19][CH:18]([NH:21][C:22](=[O:28])[O:23][C:24]([CH3:27])([CH3:26])[CH3:25])[CH2:17][CH2:16]1)=[O:14].[NH4+].[Cl-]. Product: [NH2:33][C:31]1[CH:30]=[CH:29][C:3]([O:4][C:5]2[CH:10]=[CH:9][N:8]=[CH:7][C:6]=2/[CH:11]=[CH:12]/[C:13]([N:15]2[CH2:16][CH2:17][CH:18]([NH:21][C:22](=[O:28])[O:23][C:24]([CH3:25])([CH3:26])[CH3:27])[CH2:19][CH2:20]2)=[O:14])=[C:2]([F:1])[CH:32]=1. The catalyst class is: 292. (3) Reactant: [Br:1][C:2]1[CH:10]=[CH:9][C:5]([C:6]([OH:8])=O)=[CH:4][C:3]=1[O:11][CH2:12][C:13]([F:16])([F:15])[F:14].NC[C:19](C)([OH:21])C.CN(C(ON1N=[N:38][C:33]2[CH:34]=CC=N[C:32]1=2)=[N+](C)C)C.F[P-](F)(F)(F)(F)F.CCN(C(C)C)C(C)C.C(=O)(O)[O-].[Na+]. Product: [Br:1][C:2]1[CH:10]=[CH:9][C:5]([C:6]([NH:38][C:33]([CH3:32])([CH3:34])[CH2:19][OH:21])=[O:8])=[CH:4][C:3]=1[O:11][CH2:12][C:13]([F:16])([F:15])[F:14]. The catalyst class is: 20. (4) Reactant: C[O:2][C:3]1[CH:8]=[CH:7][C:6]([CH2:9][CH2:10][C:11]([OH:13])=[O:12])=[CH:5][C:4]=1[C:14]1[CH:23]=[CH:22][C:21]2[C:16](=[CH:17][CH:18]=[CH:19][CH:20]=2)[CH:15]=1.N1C=CC=C[CH:25]=1.Cl.S(Cl)(Cl)=O. Product: [OH:2][C:3]1[CH:8]=[CH:7][C:6]([CH2:9][CH2:10][C:11]([O:13][CH3:25])=[O:12])=[CH:5][C:4]=1[C:14]1[CH:23]=[CH:22][C:21]2[C:16](=[CH:17][CH:18]=[CH:19][CH:20]=2)[CH:15]=1. The catalyst class is: 5. (5) Reactant: [C:1]([O:5][C:6]([N:8]1[CH2:17][C:16]2[N:12]([C:13]([CH:18]3[CH2:23][CH2:22][C:21](=[O:24])[CH2:20][CH2:19]3)=[N:14][N:15]=2)[C:11]2[CH:25]=[CH:26][C:27]([Cl:29])=[CH:28][C:10]=2[CH2:9]1)=[O:7])([CH3:4])([CH3:3])[CH3:2].[C:30]1([Mg]Cl)[CH:35]=[CH:34][CH:33]=[CH:32][CH:31]=1. Product: [C:1]([O:5][C:6]([N:8]1[CH2:17][C:16]2[N:12]([C:13]([CH:18]3[CH2:19][CH2:20][C:21]([OH:24])([C:30]4[CH:35]=[CH:34][CH:33]=[CH:32][CH:31]=4)[CH2:22][CH2:23]3)=[N:14][N:15]=2)[C:11]2[CH:25]=[CH:26][C:27]([Cl:29])=[CH:28][C:10]=2[CH2:9]1)=[O:7])([CH3:4])([CH3:2])[CH3:3]. The catalyst class is: 7.